Dataset: Reaction yield outcomes from USPTO patents with 853,638 reactions. Task: Predict the reaction yield, written as a fraction of the theoretical maximum amount of product (1.0 means a 100% yield; for example, 0.34 means a 34% yield). (1) The reactants are [Cl:1][C:2]1[CH:3]=[C:4]([CH:9]2[C:18]3[C:13](=[CH:14][C:15](B4OC(C)(C)C(C)(C)O4)=[C:16]([F:19])[CH:17]=3)[CH2:12][N:11]([CH3:29])[CH2:10]2)[CH:5]=[CH:6][C:7]=1[Cl:8].Cl[C:31]1[N:32]=[N:33][C:34]([O:37][CH:38]([F:40])[F:39])=[CH:35][CH:36]=1. No catalyst specified. The product is [Cl:1][C:2]1[CH:3]=[C:4]([CH:9]2[C:18]3[C:13](=[CH:14][C:15]([C:31]4[N:32]=[N:33][C:34]([O:37][CH:38]([F:40])[F:39])=[CH:35][CH:36]=4)=[C:16]([F:19])[CH:17]=3)[CH2:12][N:11]([CH3:29])[CH2:10]2)[CH:5]=[CH:6][C:7]=1[Cl:8]. The yield is 0.660. (2) The reactants are [F:1][C:2]1[CH:28]=[CH:27][C:5]([CH2:6][NH:7][C:8]2[N:13]=[C:12]([NH:14][CH2:15][C:16]3[CH:21]=[CH:20][C:19]([F:22])=[CH:18][CH:17]=3)[N:11]=[C:10]([NH:23][CH2:24][C:25]#[CH:26])[N:9]=2)=[CH:4][CH:3]=1.[ClH:29].C(OCC)C. No catalyst specified. The product is [ClH:29].[F:22][C:19]1[CH:18]=[CH:17][C:16]([CH2:15][NH:14][C:12]2[N:13]=[C:8]([NH:7][CH2:6][C:5]3[CH:27]=[CH:28][C:2]([F:1])=[CH:3][CH:4]=3)[N:9]=[C:10]([NH:23][CH2:24][C:25]#[CH:26])[N:11]=2)=[CH:21][CH:20]=1. The yield is 0.810.